Dataset: Forward reaction prediction with 1.9M reactions from USPTO patents (1976-2016). Task: Predict the product of the given reaction. (1) The product is: [NH2:1][C:2]1[C:11]2[N:12]=[C:13]([CH2:24][O:25][CH2:26][CH3:27])[N:14]([CH2:15][C:16]([NH:19][S:20]([CH3:23])(=[O:22])=[O:21])([CH3:17])[CH3:18])[C:10]=2[C:9]2[CH:8]=[CH:7][C:6]([O:28][CH2:29][C:30]#[C:31][C:33]3[S:34][CH:35]=[CH:36][CH:37]=3)=[CH:5][C:4]=2[N:3]=1. Given the reactants [NH2:1][C:2]1[C:11]2[N:12]=[C:13]([CH2:24][O:25][CH2:26][CH3:27])[N:14]([CH2:15][C:16]([NH:19][S:20]([CH3:23])(=[O:22])=[O:21])([CH3:18])[CH3:17])[C:10]=2[C:9]2[CH:8]=[CH:7][C:6]([O:28][CH2:29][C:30]#[CH:31])=[CH:5][C:4]=2[N:3]=1.I[C:33]1[S:34][CH:35]=[CH:36][CH:37]=1.C(N(CC)CC)C.CN(C=O)C, predict the reaction product. (2) Given the reactants [Cl:1][C:2]1[CH:3]=[C:4]([C:9](=[O:17])[CH2:10][C:11]2[CH:16]=[CH:15][CH:14]=[CH:13][CH:12]=2)[CH:5]=[C:6](Cl)[CH:7]=1.BrC1C=CC([F:25])=C(Cl)C=1, predict the reaction product. The product is: [Cl:1][C:2]1[CH:3]=[C:4]([C:9](=[O:17])[CH2:10][C:11]2[CH:16]=[CH:15][CH:14]=[CH:13][CH:12]=2)[CH:5]=[CH:6][C:7]=1[F:25].